From a dataset of Forward reaction prediction with 1.9M reactions from USPTO patents (1976-2016). Predict the product of the given reaction. (1) Given the reactants [CH3:1][O:2][C:3]1[CH:18]=[CH:17][C:6]([C:7]([NH:9][C:10]2[C:11]([NH2:16])=[CH:12][CH:13]=[CH:14][CH:15]=2)=[O:8])=[CH:5][CH:4]=1.[F:19][C:20]1[CH:28]=[C:27]([C:29]#[N:30])[CH:26]=[CH:25][C:21]=1[C:22](O)=[O:23].C(N(CC)C(C)C)(C)C.C(Cl)CCl, predict the reaction product. The product is: [F:19][C:20]1[CH:28]=[C:27]([C:29]#[N:30])[CH:26]=[CH:25][C:21]=1[C:22]([NH:16][C:11]1[C:10]([NH:9][C:7](=[O:8])[C:6]2[CH:5]=[CH:4][C:3]([O:2][CH3:1])=[CH:18][CH:17]=2)=[CH:15][CH:14]=[CH:13][CH:12]=1)=[O:23]. (2) Given the reactants [CH2:1]([O:5][C:6]1[CH:13]=[CH:12][C:9]([CH:10]=[O:11])=[CH:8][C:7]=1[CH2:14][N:15]1[C:23]2[C:18](=[CH:19][CH:20]=[CH:21][CH:22]=2)[CH:17]=[C:16]1[C:24]1[CH:29]=[CH:28][CH:27]=[CH:26][CH:25]=1)[CH:2]([CH3:4])[CH3:3].CO.O1CCCC1.[BH4-].[Na+], predict the reaction product. The product is: [CH2:1]([O:5][C:6]1[CH:13]=[CH:12][C:9]([CH2:10][OH:11])=[CH:8][C:7]=1[CH2:14][N:15]1[C:23]2[C:18](=[CH:19][CH:20]=[CH:21][CH:22]=2)[CH:17]=[C:16]1[C:24]1[CH:29]=[CH:28][CH:27]=[CH:26][CH:25]=1)[CH:2]([CH3:4])[CH3:3]. (3) Given the reactants [OH:1][C:2]1[CH:3]=[C:4]([CH:14]=[C:15]([O:17][CH:18]([CH3:20])[CH3:19])[CH:16]=1)[C:5]([NH:7][C:8]1[CH:12]=[CH:11][N:10]([CH3:13])[N:9]=1)=[O:6].[N:21]1([C:25]([C:27]2[N:32]=[CH:31][C:30](Br)=[CH:29][N:28]=2)=[O:26])[CH2:24][CH2:23][CH2:22]1.C(=O)([O-])[O-].[Cs+].[Cs+].C(OCC)(=O)C, predict the reaction product. The product is: [N:21]1([C:25]([C:27]2[N:28]=[CH:29][C:30]([O:1][C:2]3[CH:3]=[C:4]([CH:14]=[C:15]([O:17][CH:18]([CH3:20])[CH3:19])[CH:16]=3)[C:5]([NH:7][C:8]3[CH:12]=[CH:11][N:10]([CH3:13])[N:9]=3)=[O:6])=[CH:31][N:32]=2)=[O:26])[CH2:24][CH2:23][CH2:22]1. (4) Given the reactants [CH:1]([C:4]1[C:12]([C:13](=O)[CH:14]([CH3:16])[CH3:15])=[C:7]2[CH:8]=[CH:9][CH:10]=[CH:11][N:6]2[N:5]=1)([CH3:3])[CH3:2].Cl.[NH2:19][OH:20].[OH-].[Na+].Cl, predict the reaction product. The product is: [CH:1]([C:4]1[C:12]([C:13](=[N:19][OH:20])[CH:14]([CH3:16])[CH3:15])=[C:7]2[CH:8]=[CH:9][CH:10]=[CH:11][N:6]2[N:5]=1)([CH3:3])[CH3:2]. (5) Given the reactants [H-].[Al+3].[Li+].[H-].[H-].[H-].[Br:7][C:8]1[CH:9]=[CH:10][C:11]([O:34][CH2:35][CH:36]([CH3:38])[CH3:37])=[C:12]([CH2:14][N:15]2[C:19]([CH3:20])=[CH:18][C:17]([NH:21][C:22]([C:24]3[CH:33]=[CH:32][C:27]([C:28](OC)=[O:29])=[CH:26][CH:25]=3)=[O:23])=[N:16]2)[CH:13]=1, predict the reaction product. The product is: [Br:7][C:8]1[CH:9]=[CH:10][C:11]([O:34][CH2:35][CH:36]([CH3:38])[CH3:37])=[C:12]([CH2:14][N:15]2[C:19]([CH3:20])=[CH:18][C:17]([NH:21][C:22](=[O:23])[C:24]3[CH:33]=[CH:32][C:27]([CH2:28][OH:29])=[CH:26][CH:25]=3)=[N:16]2)[CH:13]=1. (6) Given the reactants [NH2:1][C:2]1[CH:3]=[CH:4][C:5]([O:24][CH2:25][CH3:26])=[C:6]([C:8]2[NH:13][C:12](=[O:14])[C:11]3=[C:15]([CH3:23])[N:16]=[C:17]([CH:18]4[CH2:22][CH2:21][CH2:20][CH2:19]4)[N:10]3[N:9]=2)[CH:7]=1.[CH3:27][N:28]1[CH:32]=[C:31]([S:33](Cl)(=[O:35])=[O:34])[N:30]=[CH:29]1.N1C=CC=CC=1, predict the reaction product. The product is: [CH2:25]([O:24][C:5]1[CH:4]=[CH:3][C:2]([NH:1][S:33]([C:31]2[N:30]=[CH:29][N:28]([CH3:27])[CH:32]=2)(=[O:35])=[O:34])=[CH:7][C:6]=1[C:8]1[NH:13][C:12](=[O:14])[C:11]2=[C:15]([CH3:23])[N:16]=[C:17]([CH:18]3[CH2:22][CH2:21][CH2:20][CH2:19]3)[N:10]2[N:9]=1)[CH3:26]. (7) Given the reactants [O:1]=[C:2]1[N:6]2[C:7]3[CH:14]=[CH:13][C:12]([N:15]4[CH:19]=[CH:18][O:17][C:16]4=[O:20])=[CH:11][C:8]=3[O:9][CH2:10][C@H:5]2[C@H:4]([CH2:21][N:22]2C(=O)C3C(=CC=CC=3)C2=O)[O:3]1, predict the reaction product. The product is: [NH2:22][CH2:21][C@H:4]1[C@H:5]2[N:6]([C:7]3[CH:14]=[CH:13][C:12]([N:15]4[CH:19]=[CH:18][O:17][C:16]4=[O:20])=[CH:11][C:8]=3[O:9][CH2:10]2)[C:2](=[O:1])[O:3]1.